From a dataset of Experimentally validated miRNA-target interactions with 360,000+ pairs, plus equal number of negative samples. Binary Classification. Given a miRNA mature sequence and a target amino acid sequence, predict their likelihood of interaction. (1) The miRNA is hsa-miR-4456 with sequence CCUGGUGGCUUCCUUUU. The protein sequence of the target gene is MDATALERDAVQFARLAVQRDHEGRYSEAVFYYKEAAQALIYAEMAGSSLENIQEKITEYLERVQALHSAVQSKSADPLKSKHQLDLERAHFLVTQAFDEDEKENVEDAIELYTEAVDLCLKTSYETADKVLQNKLKQLARQALDRAEALSEPLTKPVGKISSTSVKPKPPPVRAHFPLGANPFLERPQSFISPQSCDAQGQRYTAEEIEVLRTTSKINGIEYVPFMNVDLRERFAYPMPFCDRWGKLPLSPKQKTTFSKWVRPEDLTNNPTMIYTVSSFSIKQTIVSDCSFVASLAISA.... Result: 1 (interaction). (2) The miRNA is hsa-miR-455-5p with sequence UAUGUGCCUUUGGACUACAUCG. The protein sequence of the target gene is MGFLPKLLLLASFFPAGQASWGVSSPQDVQGVKGSCLLIPCIFSFPADVEVPDGITAIWYYDYSGQRQVVSHSADPKLVEARFRGRTEFMGNPEHRVCNLLLKDLQPEDSGSYNFRFEISEVNRWSDVKGTLVTVTEEPRVPTIASPVELLEGTEVDFNCSTPYVCLQEQVRLQWQGQDPARSVTFNSQKFEPTGVGHLETLHMAMSWQDHGRILRCQLSVANHRAQSEIHLQVKYAPKGVKILLSPSGRNILPGELVTLTCQVNSSYPAVSSIKWLKDGVRLQTKTGVLHLPQAAWSDA.... Result: 0 (no interaction).